Dataset: Peptide-MHC class I binding affinity with 185,985 pairs from IEDB/IMGT. Task: Regression. Given a peptide amino acid sequence and an MHC pseudo amino acid sequence, predict their binding affinity value. This is MHC class I binding data. (1) The peptide sequence is RECGARVIL. The MHC is HLA-A26:03 with pseudo-sequence HLA-A26:03. The binding affinity (normalized) is 0.0847. (2) The peptide sequence is IANTTDHFF. The MHC is HLA-A68:02 with pseudo-sequence HLA-A68:02. The binding affinity (normalized) is 0.0847. (3) The peptide sequence is STTSAGPCR. The MHC is HLA-A02:06 with pseudo-sequence HLA-A02:06. The binding affinity (normalized) is 0.284. (4) The peptide sequence is LTGDNLTGF. The MHC is HLA-A26:01 with pseudo-sequence HLA-A26:01. The binding affinity (normalized) is 0.0847. (5) The peptide sequence is RGRGVAIHR. The MHC is HLA-A26:02 with pseudo-sequence HLA-A26:02. The binding affinity (normalized) is 0.0847.